Dataset: Experimentally validated miRNA-target interactions with 360,000+ pairs, plus equal number of negative samples. Task: Binary Classification. Given a miRNA mature sequence and a target amino acid sequence, predict their likelihood of interaction. (1) The miRNA is hsa-miR-5091 with sequence ACGGAGACGACAAGACUGUGCUG. The protein sequence of the target gene is MPSKKKKYNARFPPARIKKIMQTDEEIGKVAAAVPVIISRALELFLESLLKKACQVTQSRNAKTMTTSHLKQCIELEQQFDFLKDLVASVPDMQGDGEDNHMDGDKGARRGRKPGSGGRKNGGMGTKSKDKKLSGTDSEQEDESEDTDTDGEEETSQPPPQASHPSAHFQSPPTPFLPFASTLPLPPAPPGPSAPDEEDEEDYDS. Result: 0 (no interaction). (2) The miRNA is mmu-miR-743a-3p with sequence GAAAGACACCAAGCUGAGUAGA. The protein sequence of the target gene is MSFPKAPLKRFNDPSGCAPSPGAYDVKTLEVLKGPVSFQKSQRFKQQKESKQNLNVDKDTTLPASARKVKSSESKESQKNDKDLKILEKEIRVLLQERGAQDRRIQDLETELEKMEARLNAALREKTSLSANNATLEKQLIELTRTNELLKSKFSENGNQKNLRILSLELMKLRNKRETKMRGMMAKQEGMEMKLQVTQRSLEESQGKIAQLEGKLVSIEKEKIDEKSETEKLLEYIEEISCASDQVEKYKLDIAQLEENLKEKNDEILSLKQSLEENIVILSKQVEDLNVKCQLLEKEK.... Result: 0 (no interaction). (3) The miRNA is hsa-miR-421 with sequence AUCAACAGACAUUAAUUGGGCGC. The protein sequence of the target gene is MAAGEPRSLLFFQKPVTFEDVAVNFTQEEWDCLDASQRVLYQDVMSETFKNLTSVARIFLHKPELITKLEQEEEQWRETRVLQASQAGPPFFCYTCGKCFSRRSYLYSHQFVHNPKLTNSCSQCGKLFRSPKSLSYHRRMHLGERPFCCTLCDKTYCDASGLSRHRRVHLGYRPHSCSVCGKSFRDQSELKRHQKIHQNQEPVDGNQECTLRIPGTQAEFQTPIARSQRSIQGLLDVNHAPVARSQEPIFRTEGPMAQNQASVLKNQAPVTRTQAPITGTLCQDARSNSHPVKPSRLNVF.... Result: 0 (no interaction). (4) The miRNA is hsa-miR-5581-5p with sequence AGCCUUCCAGGAGAAAUGGAGA. Result: 0 (no interaction). The protein sequence of the target gene is MTKSYSESGLMGEPQPQGPPSWTDECLSSQDEEHEADKKEDDLETMNAEEDSLRNGGEEEDEDEDLEEEEEEEEEDDDQKPKRRGPKKKKMTKARLERFKLRRMKANARERNRMHGLNAALDNLRKVVPCYSKTQKLSKIETLRLAKNYIWALSEILRSGKSPDLVSFVQTLCKGLSQPTTNLVAGCLQLNPRTFLPEQNQDMPPHLPTASASFPVHPYSYQSPGLPSPPYGTMDSSHVFHVKPPPHAYSAALEPFFESPLTDCTSPSFDGPLSPPLSINGNFSFKHEPSAEFEKNYAFT....